Dataset: Forward reaction prediction with 1.9M reactions from USPTO patents (1976-2016). Task: Predict the product of the given reaction. (1) The product is: [O:42]=[C:36]1[CH:35]([N:29]2[CH2:28][C:27]3[C:31](=[CH:32][CH:33]=[C:25]([CH2:24][NH:23][C:12](=[O:14])[C:11]([C:5]4[CH:6]=[CH:7][C:8]([F:10])=[CH:9][C:4]=4[O:3][CH2:1][CH3:2])([F:16])[F:15])[CH:26]=3)[C:30]2=[O:34])[CH2:40][CH2:39][C:38](=[O:41])[NH:37]1. Given the reactants [CH2:1]([O:3][C:4]1[CH:9]=[C:8]([F:10])[CH:7]=[CH:6][C:5]=1[C:11]([F:16])([F:15])[C:12]([OH:14])=O)[CH3:2].P(Cl)(Cl)(Cl)=O.Cl.[NH2:23][CH2:24][C:25]1[CH:26]=[C:27]2[C:31](=[CH:32][CH:33]=1)[C:30](=[O:34])[N:29]([CH:35]1[CH2:40][CH2:39][C:38](=[O:41])[NH:37][C:36]1=[O:42])[CH2:28]2.C(=O)(O)[O-].[Na+], predict the reaction product. (2) Given the reactants Cl[C:2]1[N:3]=[C:4]([OH:12])[C:5]2[CH:11]=[CH:10][N:9]=[CH:8][C:6]=2[N:7]=1.[CH:13]1([N:18]2[C:26]3[C:21](=[CH:22][C:23]([OH:27])=[CH:24][CH:25]=3)[CH:20]=[CH:19]2)[CH2:17][CH2:16][CH2:15][CH2:14]1, predict the reaction product. The product is: [CH:13]1([N:18]2[C:26]3[C:21](=[CH:22][C:23]([O:27][C:2]4[N:3]=[C:4]([OH:12])[C:5]5[CH:11]=[CH:10][N:9]=[CH:8][C:6]=5[N:7]=4)=[CH:24][CH:25]=3)[CH:20]=[CH:19]2)[CH2:14][CH2:15][CH2:16][CH2:17]1. (3) Given the reactants [O:1]=[C:2]1[C:7]([CH2:8][C:9]2[CH:14]=[CH:13][C:12]([C:15]3[C:16]([C:21]#[N:22])=[CH:17][CH:18]=[CH:19][CH:20]=3)=[CH:11][CH:10]=2)=[C:6]([CH2:23][CH2:24][CH3:25])[N:5]2[N:26]=[CH:27][N:28]=[C:4]2[NH:3]1.Br[CH2:30][C:31]1[CH:36]=[CH:35][C:34]([F:37])=[CH:33][CH:32]=1.C(=O)([O-])[O-].[K+].[K+].CN(C)C=O, predict the reaction product. The product is: [F:37][C:34]1[CH:35]=[CH:36][C:31]([CH2:30][N:3]2[C:2](=[O:1])[C:7]([CH2:8][C:9]3[CH:10]=[CH:11][C:12]([C:15]4[C:16]([C:21]#[N:22])=[CH:17][CH:18]=[CH:19][CH:20]=4)=[CH:13][CH:14]=3)=[C:6]([CH2:23][CH2:24][CH3:25])[N:5]3[N:26]=[CH:27][N:28]=[C:4]23)=[CH:32][CH:33]=1. (4) Given the reactants FC(F)(F)S(O[C:7]1[CH2:16][CH2:15][C:14]2[C:9](=[CH:10][CH:11]=[C:12]([C@H:17]3[CH2:26][CH2:25][C@@:19]4([NH:23][C:22](=[O:24])[O:21][CH2:20]4)[CH2:18]3)[CH:13]=2)[CH:8]=1)(=O)=O.[C:29]([C:31]1[CH:36]=[CH:35][CH:34]=[C:33]([O:37][CH3:38])[CH:32]=1)#[CH:30], predict the reaction product. The product is: [CH3:38][O:37][C:33]1[CH:32]=[C:31]([C:29]#[C:30][C:7]2[CH2:16][CH2:15][C:14]3[CH:13]=[C:12]([C@H:17]4[CH2:26][CH2:25][C@@:19]5([NH:23][C:22](=[O:24])[O:21][CH2:20]5)[CH2:18]4)[CH:11]=[CH:10][C:9]=3[CH:8]=2)[CH:36]=[CH:35][CH:34]=1.